Dataset: Full USPTO retrosynthesis dataset with 1.9M reactions from patents (1976-2016). Task: Predict the reactants needed to synthesize the given product. (1) Given the product [C:17]([OH:24])(=[O:23])/[CH:18]=[CH:19]/[C:20]([OH:22])=[O:21].[Cl:1][C:2]1[N:7]=[CH:6][C:5]([N:8]2[C@H:15]3[C@H:10]([CH2:11][CH2:12][NH:13][CH2:14]3)[CH2:9]2)=[CH:4][C:3]=1[CH3:16], predict the reactants needed to synthesize it. The reactants are: [Cl:1][C:2]1[N:7]=[CH:6][C:5]([N:8]2[C@H:15]3[C@H:10]([CH2:11][CH2:12][NH:13][CH2:14]3)[CH2:9]2)=[CH:4][C:3]=1[CH3:16].[C:17]([OH:24])(=[O:23])/[CH:18]=[CH:19]/[C:20]([OH:22])=[O:21]. (2) Given the product [C:14]([CH:9]1[C:10](=[O:12])[CH2:11][CH:6]([C:2]2[O:1][CH:5]=[CH:4][CH:3]=2)[CH2:7][C:8]1=[O:13])(=[O:16])[CH3:15], predict the reactants needed to synthesize it. The reactants are: [O:1]1[CH:5]=[CH:4][CH:3]=[C:2]1[CH:6]1[CH2:11][C:10](=[O:12])[CH2:9][C:8](=[O:13])[CH2:7]1.[C:14]([O-])(=[O:16])[CH3:15].[Na+].C(C1C(=O)CC(C2C=CC(F)=CC=2)CC1=O)(=O)C. (3) Given the product [Si:9]([O:8][CH2:7][C:5]1[N:6]=[C:2]([C:28]2([OH:31])[CH2:29][CH2:30][C:25]3([O:24][CH2:23][CH2:22][O:21]3)[CH2:26][CH2:27]2)[S:3][CH:4]=1)([C:12]([CH3:15])([CH3:14])[CH3:13])([CH3:11])[CH3:10], predict the reactants needed to synthesize it. The reactants are: Br[C:2]1[S:3][CH:4]=[C:5]([CH2:7][O:8][Si:9]([C:12]([CH3:15])([CH3:14])[CH3:13])([CH3:11])[CH3:10])[N:6]=1.C([Li])CCC.[O:21]1[C:25]2([CH2:30][CH2:29][C:28](=[O:31])[CH2:27][CH2:26]2)[O:24][CH2:23][CH2:22]1. (4) Given the product [Cl:1][C:2]1[CH:3]=[C:4]2[C:8](=[C:9]([C:11]([O:13][CH3:14])=[O:12])[CH:10]=1)[N:7]([CH2:15][CH:16]=[O:17])[CH:6]=[C:5]2[CH3:21], predict the reactants needed to synthesize it. The reactants are: [Cl:1][C:2]1[CH:3]=[C:4]2[C:8](=[C:9]([C:11]([O:13][CH3:14])=[O:12])[CH:10]=1)[N:7]([CH2:15][CH:16](OC)[O:17]C)[CH:6]=[C:5]2[CH3:21].Cl.